Dataset: NCI-60 drug combinations with 297,098 pairs across 59 cell lines. Task: Regression. Given two drug SMILES strings and cell line genomic features, predict the synergy score measuring deviation from expected non-interaction effect. (1) Drug 1: C1=CC(=CC=C1CC(C(=O)O)N)N(CCCl)CCCl.Cl. Drug 2: CC12CCC3C(C1CCC2OP(=O)(O)O)CCC4=C3C=CC(=C4)OC(=O)N(CCCl)CCCl.[Na+]. Cell line: SK-MEL-2. Synergy scores: CSS=-1.31, Synergy_ZIP=-3.59, Synergy_Bliss=-7.55, Synergy_Loewe=-8.79, Synergy_HSA=-8.81. (2) Drug 1: C1=CC(=CC=C1CC(C(=O)O)N)N(CCCl)CCCl.Cl. Drug 2: CCN(CC)CCNC(=O)C1=C(NC(=C1C)C=C2C3=C(C=CC(=C3)F)NC2=O)C. Cell line: MCF7. Synergy scores: CSS=19.0, Synergy_ZIP=-2.57, Synergy_Bliss=1.77, Synergy_Loewe=-2.94, Synergy_HSA=0.734. (3) Drug 1: CC1OCC2C(O1)C(C(C(O2)OC3C4COC(=O)C4C(C5=CC6=C(C=C35)OCO6)C7=CC(=C(C(=C7)OC)O)OC)O)O. Drug 2: C1=NNC2=C1C(=O)NC=N2. Cell line: M14. Synergy scores: CSS=15.1, Synergy_ZIP=-5.86, Synergy_Bliss=-3.27, Synergy_Loewe=-9.46, Synergy_HSA=-4.23. (4) Drug 1: CC1=C(C(=O)C2=C(C1=O)N3CC4C(C3(C2COC(=O)N)OC)N4)N. Drug 2: CS(=O)(=O)CCNCC1=CC=C(O1)C2=CC3=C(C=C2)N=CN=C3NC4=CC(=C(C=C4)OCC5=CC(=CC=C5)F)Cl. Cell line: T-47D. Synergy scores: CSS=39.7, Synergy_ZIP=1.03, Synergy_Bliss=3.00, Synergy_Loewe=8.25, Synergy_HSA=10.4. (5) Drug 1: CC12CCC3C(C1CCC2=O)CC(=C)C4=CC(=O)C=CC34C. Drug 2: CC1=C(C(=CC=C1)Cl)NC(=O)C2=CN=C(S2)NC3=CC(=NC(=N3)C)N4CCN(CC4)CCO. Cell line: TK-10. Synergy scores: CSS=60.4, Synergy_ZIP=-2.21, Synergy_Bliss=-0.964, Synergy_Loewe=0.343, Synergy_HSA=0.926. (6) Drug 1: CC1=CC2C(CCC3(C2CCC3(C(=O)C)OC(=O)C)C)C4(C1=CC(=O)CC4)C. Drug 2: CC(C)NC(=O)C1=CC=C(C=C1)CNNC.Cl. Cell line: HT29. Synergy scores: CSS=-3.00, Synergy_ZIP=1.56, Synergy_Bliss=1.34, Synergy_Loewe=-2.69, Synergy_HSA=-2.32. (7) Drug 1: CCC1=CC2CC(C3=C(CN(C2)C1)C4=CC=CC=C4N3)(C5=C(C=C6C(=C5)C78CCN9C7C(C=CC9)(C(C(C8N6C)(C(=O)OC)O)OC(=O)C)CC)OC)C(=O)OC. Drug 2: CCN(CC)CCNC(=O)C1=C(NC(=C1C)C=C2C3=C(C=CC(=C3)F)NC2=O)C. Cell line: SK-OV-3. Synergy scores: CSS=64.3, Synergy_ZIP=2.15, Synergy_Bliss=1.71, Synergy_Loewe=3.16, Synergy_HSA=8.42. (8) Drug 1: C1=CC(=CC=C1C#N)C(C2=CC=C(C=C2)C#N)N3C=NC=N3. Drug 2: C1=NC(=NC(=O)N1C2C(C(C(O2)CO)O)O)N. Cell line: NCI-H226. Synergy scores: CSS=18.8, Synergy_ZIP=-3.73, Synergy_Bliss=2.07, Synergy_Loewe=-7.24, Synergy_HSA=-5.87. (9) Drug 1: CC12CCC3C(C1CCC2=O)CC(=C)C4=CC(=O)C=CC34C. Drug 2: CC1=CC=C(C=C1)C2=CC(=NN2C3=CC=C(C=C3)S(=O)(=O)N)C(F)(F)F. Cell line: UO-31. Synergy scores: CSS=27.0, Synergy_ZIP=-11.1, Synergy_Bliss=-7.41, Synergy_Loewe=-6.63, Synergy_HSA=-6.54. (10) Drug 1: C1=CC(=CC=C1CCC2=CNC3=C2C(=O)NC(=N3)N)C(=O)NC(CCC(=O)O)C(=O)O. Drug 2: C(CCl)NC(=O)N(CCCl)N=O. Cell line: KM12. Synergy scores: CSS=8.97, Synergy_ZIP=-1.80, Synergy_Bliss=-0.447, Synergy_Loewe=-6.33, Synergy_HSA=-1.91.